Dataset: Human liver microsome stability data. Task: Regression/Classification. Given a drug SMILES string, predict its absorption, distribution, metabolism, or excretion properties. Task type varies by dataset: regression for continuous measurements (e.g., permeability, clearance, half-life) or binary classification for categorical outcomes (e.g., BBB penetration, CYP inhibition). Dataset: hlm. (1) The compound is CCOc1cc(O[C@@H]2C[C@H]3C(=O)N[C@]4(C(=O)NS(=O)(=O)C5CC5)C[C@H]4C=CCCCCC[C@H](NC(=O)OC(C)(C)C)C(=O)N3C2)c2ccc(OC)c(C)c2n1. The result is 1 (stable in human liver microsomes). (2) The molecule is CC#C[C@@H](Cc1nn[nH]n1)c1ccc(OCc2ccc3sc(S(C)(=O)=O)c(-c4ccccc4C)c3c2)cc1. The result is 1 (stable in human liver microsomes).